Task: Binary Classification. Given a T-cell receptor sequence (or CDR3 region) and an epitope sequence, predict whether binding occurs between them.. Dataset: TCR-epitope binding with 47,182 pairs between 192 epitopes and 23,139 TCRs (1) The epitope is LLFNKVTLA. The TCR CDR3 sequence is CASSPTGWNRWEQFF. Result: 0 (the TCR does not bind to the epitope). (2) The TCR CDR3 sequence is CASSTTSGRYEQYF. Result: 1 (the TCR binds to the epitope). The epitope is KRWIILGLNK.